This data is from Peptide-MHC class I binding affinity with 185,985 pairs from IEDB/IMGT. The task is: Regression. Given a peptide amino acid sequence and an MHC pseudo amino acid sequence, predict their binding affinity value. This is MHC class I binding data. (1) The peptide sequence is MVRQMRAAL. The MHC is HLA-C07:01 with pseudo-sequence HLA-C07:01. The binding affinity (normalized) is 0.421. (2) The peptide sequence is QVQMLINTY. The MHC is HLA-B15:09 with pseudo-sequence HLA-B15:09. The binding affinity (normalized) is 0.0847. (3) The MHC is HLA-B27:03 with pseudo-sequence HLA-B27:03. The binding affinity (normalized) is 0.0847. The peptide sequence is ESLLHQASW.